From a dataset of Peptide-MHC class II binding affinity with 134,281 pairs from IEDB. Regression. Given a peptide amino acid sequence and an MHC pseudo amino acid sequence, predict their binding affinity value. This is MHC class II binding data. (1) The peptide sequence is STKATRYLVKTESWILR. The MHC is DRB5_0101 with pseudo-sequence DRB5_0101. The binding affinity (normalized) is 0.344. (2) The peptide sequence is GRRYELETNLQHRDG. The MHC is DRB1_0101 with pseudo-sequence DRB1_0101. The binding affinity (normalized) is 0.776. (3) The peptide sequence is VLTLGAAMVEIALGGKK. The binding affinity (normalized) is 0.787. The MHC is HLA-DQA10201-DQB10301 with pseudo-sequence HLA-DQA10201-DQB10301. (4) The peptide sequence is YDKFLDNVSTVLTGK. The MHC is DRB1_0405 with pseudo-sequence DRB1_0405. The binding affinity (normalized) is 0.546. (5) The peptide sequence is TGSRWCCWPVVPVAL. The MHC is HLA-DQA10301-DQB10302 with pseudo-sequence HLA-DQA10301-DQB10302. The binding affinity (normalized) is 0.165.